From a dataset of Reaction yield outcomes from USPTO patents with 853,638 reactions. Predict the reaction yield, written as a fraction of the theoretical maximum amount of product (1.0 means a 100% yield; for example, 0.34 means a 34% yield). (1) The reactants are Cl.[F:2][C:3]1[CH:22]=[C:21]([CH3:23])[C:20]([O:24]C(OC)=O)=[CH:19][C:4]=1[NH:5][C:6]1[C:15]2[C:10](=[CH:11][C:12]([OH:18])=[C:13]([O:16][CH3:17])[CH:14]=2)[N:9]=[CH:8][N:7]=1.[C:29]([NH:32][C:33]1[S:34][CH:35]=[C:36]([CH2:38]Cl)[N:37]=1)(=[O:31])[CH3:30]. No catalyst specified. The product is [C:29]([NH:32][C:33]1[S:34][CH:35]=[C:36]([CH2:38][O:18][C:12]2[CH:11]=[C:10]3[C:15]([C:6]([NH:5][C:4]4[CH:19]=[C:20]([OH:24])[C:21]([CH3:23])=[CH:22][C:3]=4[F:2])=[N:7][CH:8]=[N:9]3)=[CH:14][C:13]=2[O:16][CH3:17])[N:37]=1)(=[O:31])[CH3:30]. The yield is 0.250. (2) The reactants are N1C=CN=[CH:2]1.[Si:6](Cl)([C:9]([CH3:12])([CH3:11])[CH3:10])(C)C.OCC1N[C:20](=[O:22])[CH2:19]CC1.[CH:23]1[CH:28]=CC=C[CH:24]=1.[CH3:29][N:30]([CH:32]=[O:33])C. The catalyst is CCOC(C)=O. The product is [C:9]([SiH2:6][O:22][C:20]([CH3:19])([CH3:2])[CH:29]1[NH:30][C:32](=[O:33])[CH2:28][CH2:23][CH2:24]1)([CH3:12])([CH3:11])[CH3:10]. The yield is 0.880.